This data is from Full USPTO retrosynthesis dataset with 1.9M reactions from patents (1976-2016). The task is: Predict the reactants needed to synthesize the given product. (1) Given the product [CH2:16]([O:15][C:13](=[O:14])[NH:12][C@@H:9]1[CH2:10][CH2:11][C@@H:6]([C:4]([N:35]([CH3:36])[CH3:34])=[O:5])[CH2:7][C@@H:8]1[NH:23][C:24]([O:26][C:27]([CH3:30])([CH3:29])[CH3:28])=[O:25])[C:17]1[CH:18]=[CH:19][CH:20]=[CH:21][CH:22]=1, predict the reactants needed to synthesize it. The reactants are: C(O[C:4]([C@@H:6]1[CH2:11][CH2:10][C@@H:9]([NH:12][C:13]([O:15][CH2:16][C:17]2[CH:22]=[CH:21][CH:20]=[CH:19][CH:18]=2)=[O:14])[C@@H:8]([NH:23][C:24]([O:26][C:27]([CH3:30])([CH3:29])[CH3:28])=[O:25])[CH2:7]1)=[O:5])C.[OH-].[Li+].Cl.[CH3:34][NH:35][CH3:36].ON1C2C=CC=CC=2N=N1.Cl.CN(C)CCCN=C=NCC.C(N(CC)CC)C. (2) Given the product [CH3:24][C:23]1[CH:25]=[CH:26][C:20]([S:17]([O:16][CH2:15][C@H:12]2[CH2:11][CH2:10][C@H:9]([NH:8][C:6]([O:5][C:2]([CH3:1])([CH3:3])[CH3:4])=[O:7])[CH2:14][CH2:13]2)(=[O:19])=[O:18])=[CH:21][CH:22]=1, predict the reactants needed to synthesize it. The reactants are: [CH3:1][C:2]([O:5][C:6]([NH:8][CH:9]1[CH2:14][CH2:13][CH:12]([CH2:15][OH:16])[CH2:11][CH2:10]1)=[O:7])([CH3:4])[CH3:3].[S:17](Cl)([C:20]1[CH:26]=[CH:25][C:23]([CH3:24])=[CH:22][CH:21]=1)(=[O:19])=[O:18].O.